This data is from Forward reaction prediction with 1.9M reactions from USPTO patents (1976-2016). The task is: Predict the product of the given reaction. Given the reactants [O:1]=[C:2]1[C:11]2[CH2:10][CH2:9][NH:8][CH2:7][C:6]=2[NH:5][C:4]2[CH:12]=[CH:13][CH:14]=[C:15]([C:16]([O:18][CH3:19])=[O:17])[C:3]1=2.[CH3:20][C:21]1([CH3:29])[C:23]([CH3:25])([CH3:24])[CH:22]1[C:26](O)=[O:27], predict the reaction product. The product is: [O:1]=[C:2]1[C:11]2[CH2:10][CH2:9][N:8]([C:26]([CH:22]3[C:23]([CH3:25])([CH3:24])[C:21]3([CH3:29])[CH3:20])=[O:27])[CH2:7][C:6]=2[NH:5][C:4]2[CH:12]=[CH:13][CH:14]=[C:15]([C:16]([O:18][CH3:19])=[O:17])[C:3]1=2.